Task: Predict which catalyst facilitates the given reaction.. Dataset: Catalyst prediction with 721,799 reactions and 888 catalyst types from USPTO (1) Reactant: [F:1][C:2]1[CH:7]=[CH:6][C:5]([C:8]2[CH:9]=[CH:10][C:11]([C@@H:14]([NH:16]C(=O)OC(C)(C)C)[CH3:15])=[N:12][CH:13]=2)=[CH:4][C:3]=1[CH3:24].C(O)(C(F)(F)F)=O.CC[NH+](CC)CC.CC[NH+](CC)CC.C([O-])([O-])=O. Product: [F:1][C:2]1[CH:7]=[CH:6][C:5]([C:8]2[CH:9]=[CH:10][C:11]([C@@H:14]([NH2:16])[CH3:15])=[N:12][CH:13]=2)=[CH:4][C:3]=1[CH3:24]. The catalyst class is: 2. (2) Reactant: [F:1][C:2]1[N:10]=[C:9]2[C:5]([N:6]=[CH:7][N:8]2C2CCCCO2)=[C:4]([NH:17][CH:18]([C:20]2[N:21]([C:32]3[CH:37]=[CH:36][CH:35]=[CH:34][CH:33]=3)[C:22](=[O:31])[C:23]3[C:28]([CH:29]=2)=[CH:27][CH:26]=[CH:25][C:24]=3[CH3:30])[CH3:19])[N:3]=1.C([O-])(O)=O.[Na+].[F:43][C:44]1[N:52]=[C:51]2[C:47]([N:48]=[CH:49][NH:50]2)=[C:46]([NH:53][C@H:54]([C:56]2[N:57]([C:68]3[CH:73]=[CH:72][CH:71]=[CH:70][CH:69]=3)[C:58](=[O:67])[C:59]3[C:64]([CH:65]=2)=[CH:63][CH:62]=[CH:61][C:60]=3[CH3:66])[CH3:55])[N:45]=1. Product: [F:1][C:2]1[N:10]=[C:9]2[C:5]([N:6]=[CH:7][NH:8]2)=[C:4]([NH:17][C@H:18]([C:20]2[N:21]([C:32]3[CH:37]=[CH:36][CH:35]=[CH:34][CH:33]=3)[C:22](=[O:31])[C:23]3[C:28]([CH:29]=2)=[CH:27][CH:26]=[CH:25][C:24]=3[CH3:30])[CH3:19])[N:3]=1.[F:43][C:44]1[N:52]=[C:51]2[C:47]([N:48]=[CH:49][NH:50]2)=[C:46]([NH:53][CH:54]([C:56]2[N:57]([C:68]3[CH:73]=[CH:72][CH:71]=[CH:70][CH:69]=3)[C:58](=[O:67])[C:59]3[C:64]([CH:65]=2)=[CH:63][CH:62]=[CH:61][C:60]=3[CH3:66])[CH3:55])[N:45]=1. The catalyst class is: 422. (3) Reactant: [C:1]([O:5][C:6]([NH:8][N:9]=[CH:10][C:11]1[CH:16]=[CH:15][C:14]([O:17][C:18](=[O:22])[N:19]([CH3:21])[CH3:20])=[CH:13][CH:12]=1)=[O:7])([CH3:4])([CH3:3])[CH3:2]. Product: [C:1]([O:5][C:6]([NH:8][NH:9][CH2:10][C:11]1[CH:12]=[CH:13][C:14]([O:17][C:18](=[O:22])[N:19]([CH3:20])[CH3:21])=[CH:15][CH:16]=1)=[O:7])([CH3:4])([CH3:3])[CH3:2]. The catalyst class is: 19. (4) Product: [CH3:1][N:2]1[CH:6]=[CH:5][C:4]([NH:7][C:8]([C:10]2[CH:21]=[C:20]([O:22][C:23]3[CH:28]=[CH:27][C:26]([S:29]([CH3:32])(=[O:31])=[O:30])=[CH:25][CH:24]=3)[C:13]3[CH2:14][C:15]([CH2:18][F:42])([CH3:17])[O:16][C:12]=3[CH:11]=2)=[O:9])=[N:3]1. Reactant: [CH3:1][N:2]1[CH:6]=[CH:5][C:4]([NH:7][C:8]([C:10]2[CH:21]=[C:20]([O:22][C:23]3[CH:28]=[CH:27][C:26]([S:29]([CH3:32])(=[O:31])=[O:30])=[CH:25][CH:24]=3)[C:13]3[CH2:14][C:15]([CH2:18]O)([CH3:17])[O:16][C:12]=3[CH:11]=2)=[O:9])=[N:3]1.N1C(C)=CC(C)=CC=1C.[F:42]C(F)(F)S(OS(C(F)(F)F)(=O)=O)(=O)=O. The catalyst class is: 2. (5) Reactant: [CH3:1][C@:2]1([NH:36]C(=O)OC(C)(C)C)[CH2:6][CH2:5][N:4]([C@@H:7]([C:12]2[CH:13]=[CH:14][C:15]3[N:16]([C:18]([C:21]4[CH:30]=[CH:29][C:28]5[C:23](=[CH:24][C:25]([O:31][CH2:32][CH2:33][O:34][CH3:35])=[CH:26][CH:27]=5)[N:22]=4)=[N:19][N:20]=3)[CH:17]=2)[C:8]([F:11])([F:10])[F:9])[CH2:3]1.C(Cl)[Cl:45].[ClH:47]. Product: [ClH:45].[ClH:47].[CH3:1][C@:2]1([NH2:36])[CH2:6][CH2:5][N:4]([C@@H:7]([C:12]2[CH:13]=[CH:14][C:15]3[N:16]([C:18]([C:21]4[CH:30]=[CH:29][C:28]5[C:23](=[CH:24][C:25]([O:31][CH2:32][CH2:33][O:34][CH3:35])=[CH:26][CH:27]=5)[N:22]=4)=[N:19][N:20]=3)[CH:17]=2)[C:8]([F:10])([F:11])[F:9])[CH2:3]1. The catalyst class is: 12. (6) Reactant: [Si]([O:8][CH:9]1[CH2:14][CH2:13][N:12]([C:15]2[CH:16]=[CH:17][C:18]([C:36]([F:39])([F:38])[F:37])=[C:19]([CH:35]=2)[C:20]([NH:22][C:23]2[C:24]([CH3:34])=[C:25]([CH:30]=[CH:31][C:32]=2[CH3:33])[C:26]([O:28][CH3:29])=[O:27])=[O:21])[CH2:11][CH2:10]1)(C(C)(C)C)(C)C.[N+](CCCC)(CCCC)(CCCC)CCCC.[F-]. Product: [OH:8][CH:9]1[CH2:14][CH2:13][N:12]([C:15]2[CH:16]=[CH:17][C:18]([C:36]([F:39])([F:37])[F:38])=[C:19]([CH:35]=2)[C:20]([NH:22][C:23]2[C:24]([CH3:34])=[C:25]([CH:30]=[CH:31][C:32]=2[CH3:33])[C:26]([O:28][CH3:29])=[O:27])=[O:21])[CH2:11][CH2:10]1. The catalyst class is: 1.